This data is from Full USPTO retrosynthesis dataset with 1.9M reactions from patents (1976-2016). The task is: Predict the reactants needed to synthesize the given product. (1) Given the product [CH3:3][O:4][C:5]1[CH:14]=[C:13]2[C:8]([CH2:9][CH2:10][NH:11][CH:12]2[CH3:15])=[CH:7][CH:6]=1, predict the reactants needed to synthesize it. The reactants are: [BH4-].[Na+].[CH3:3][O:4][C:5]1[CH:14]=[C:13]2[C:8]([CH2:9][CH2:10][N:11]=[C:12]2[CH3:15])=[CH:7][CH:6]=1.Cl. (2) Given the product [C:25]([NH:1][CH2:2][C:3]1[S:4][C:5]2[CH:11]=[CH:10][C:9]([NH:12][C:13](=[O:24])[C:14]3[CH:15]=[CH:16][C:17]([C:20]([CH3:21])([CH3:23])[CH3:22])=[CH:18][CH:19]=3)=[CH:8][C:6]=2[N:7]=1)(=[O:27])[CH3:26], predict the reactants needed to synthesize it. The reactants are: [NH2:1][CH2:2][C:3]1[S:4][C:5]2[CH:11]=[CH:10][C:9]([NH:12][C:13](=[O:24])[C:14]3[CH:19]=[CH:18][C:17]([C:20]([CH3:23])([CH3:22])[CH3:21])=[CH:16][CH:15]=3)=[CH:8][C:6]=2[N:7]=1.[C:25](Cl)(=[O:27])[CH3:26].CCN(CC)CC. (3) Given the product [ClH:33].[CH3:32][N:2]([CH3:1])[C:3]1([C:25]2[CH:30]=[CH:29][C:28]([F:31])=[CH:27][CH:26]=2)[CH2:8][CH2:7][C:6](=[CH:9][C:10]([NH:12][CH:13]([CH3:24])[CH2:14][C:15]2[C:23]3[C:18](=[CH:19][CH:20]=[CH:21][CH:22]=3)[NH:17][CH:16]=2)=[O:11])[CH2:5][CH2:4]1, predict the reactants needed to synthesize it. The reactants are: [CH3:1][N:2]([CH3:32])[C:3]1([C:25]2[CH:30]=[CH:29][C:28]([F:31])=[CH:27][CH:26]=2)[CH2:8][CH2:7][C:6](=[CH:9][C:10]([NH:12][CH:13]([CH3:24])[CH2:14][C:15]2[C:23]3[C:18](=[CH:19][CH:20]=[CH:21][CH:22]=3)[NH:17][CH:16]=2)=[O:11])[CH2:5][CH2:4]1.[Cl:33][Si](C)(C)C.